From a dataset of Reaction yield outcomes from USPTO patents with 853,638 reactions. Predict the reaction yield, written as a fraction of the theoretical maximum amount of product (1.0 means a 100% yield; for example, 0.34 means a 34% yield). (1) The reactants are [CH2:1]([O:8][CH2:9][CH2:10][CH2:11][C@H:12]1[CH2:16][CH2:15][N:14]([C:17]2[CH:18]=[N:19][CH:20]=[C:21]([O:23][CH2:24][C@@H:25]3[CH2:29][CH2:28][CH2:27][N:26]3C(OC(C)(C)C)=O)[CH:22]=2)[CH2:13]1)[C:2]1[CH:7]=[CH:6][CH:5]=[CH:4][CH:3]=1.C(O)(C(F)(F)F)=O. The catalyst is C(Cl)Cl.O. The product is [CH2:1]([O:8][CH2:9][CH2:10][CH2:11][C@H:12]1[CH2:16][CH2:15][N:14]([C:17]2[CH:18]=[N:19][CH:20]=[C:21]([O:23][CH2:24][C@@H:25]3[CH2:29][CH2:28][CH2:27][NH:26]3)[CH:22]=2)[CH2:13]1)[C:2]1[CH:3]=[CH:4][CH:5]=[CH:6][CH:7]=1. The yield is 0.700. (2) The reactants are P(Cl)(Cl)(Cl)(Cl)Cl.COC1C=CC(C[O:14][C:15]([C:17]2[N:22]3[C:23](=[O:35])[CH:24]([NH:25]C(=O)CC4C=CC=CC=4)[C@H:21]3[S:20][CH2:19][C:18]=2[CH:36]=[CH:37][CH3:38])=[O:16])=CC=1.C(O)C(O)C.C1(C)C(O)=CC=CC=1. The catalyst is O.N1C=CC=CC=1.C(Cl)Cl. The product is [NH2:25][CH:24]1[C:23](=[O:35])[N:22]2[C:17]([C:15]([OH:16])=[O:14])=[C:18]([CH:36]=[CH:37][CH3:38])[CH2:19][S:20][C@H:21]12. The yield is 0.800. (3) The reactants are [F:1][C:2]1[CH:3]=[C:4]2[C:8](=[CH:9][CH:10]=1)[NH:7][C:6](=[O:11])[CH2:5]2.C[Si]([N-][Si](C)(C)C)(C)C.[Li+].[CH2:22]([N:24]([CH2:40][CH3:41])[CH2:25][CH2:26][N:27]([CH2:29][C:30]1[N:35]=[C:34]2[CH2:36][O:37][C:38](=O)[C:33]2=[CH:32][CH:31]=1)[CH3:28])[CH3:23].Cl. The product is [CH2:40]([N:24]([CH2:22][CH3:23])[CH2:25][CH2:26][N:27]([CH2:29][C:30]1[N:35]=[C:34]2[CH2:36][O:37][C:38](=[C:5]3[C:4]4[C:8](=[CH:9][CH:10]=[C:2]([F:1])[CH:3]=4)[NH:7][C:6]3=[O:11])[C:33]2=[CH:32][CH:31]=1)[CH3:28])[CH3:41]. The yield is 0.610. The catalyst is C1COCC1. (4) The reactants are Br[C:2]1[CH:7]=[CH:6][C:5]([CH2:8][N:9]([CH3:17])[C:10]([N:12]2[CH2:16][CH2:15][CH2:14][CH2:13]2)=[O:11])=[CH:4][CH:3]=1.[F:18][C:19]([F:30])([F:29])[C:20]1[C:28]2[CH2:27][CH2:26][CH2:25][CH2:24][C:23]=2[NH:22][N:21]=1.CN(C)CC(O)=O.C(=O)([O-])[O-].[K+].[K+]. The catalyst is CS(C)=O.[Cu]I. The product is [CH3:17][N:9]([CH2:8][C:5]1[CH:6]=[CH:7][C:2]([N:22]2[C:23]3[CH2:24][CH2:25][CH2:26][CH2:27][C:28]=3[C:20]([C:19]([F:18])([F:30])[F:29])=[N:21]2)=[CH:3][CH:4]=1)[C:10]([N:12]1[CH2:16][CH2:15][CH2:14][CH2:13]1)=[O:11]. The yield is 0.0400. (5) The reactants are [CH:1]([C:3]1[CH:22]=[CH:21][C:6]([CH2:7][N:8]2[CH2:13][CH2:12][CH:11]([N:14]([CH:18]([CH3:20])[CH3:19])[C:15](=[O:17])[CH3:16])[CH2:10][CH2:9]2)=[CH:5][CH:4]=1)=O.OS([O-])=O.[Na+].CC1C=CC(S(O)(=O)=O)=CC=1.[NH2:39][C:40]1[CH:48]=[C:47]([O:49][CH3:50])[CH:46]=[C:45]([O:51][CH3:52])[C:41]=1[C:42]([NH2:44])=[O:43]. The catalyst is CC(N(C)C)=O. The product is [CH3:52][O:51][C:45]1[CH:46]=[C:47]([O:49][CH3:50])[CH:48]=[C:40]2[C:41]=1[C:42](=[O:43])[NH:44][C:1]([C:3]1[CH:4]=[CH:5][C:6]([CH2:7][N:8]3[CH2:13][CH2:12][CH:11]([N:14]([CH:18]([CH3:19])[CH3:20])[C:15](=[O:17])[CH3:16])[CH2:10][CH2:9]3)=[CH:21][CH:22]=1)=[N:39]2. The yield is 0.560. (6) The reactants are [F:1][C:2]([F:27])([C:20]1[CH:25]=[CH:24][C:23]([F:26])=[CH:22][CH:21]=1)[CH2:3][N:4]1[CH2:9][CH2:8][CH:7]([NH:10][C:11]2[C:12]3[CH:19]=[CH:18][NH:17][C:13]=3[N:14]=[CH:15][N:16]=2)[CH2:6][CH2:5]1.[ClH:28]. The catalyst is CO. The product is [ClH:28].[F:27][C:2]([F:1])([C:20]1[CH:25]=[CH:24][C:23]([F:26])=[CH:22][CH:21]=1)[CH2:3][N:4]1[CH2:9][CH2:8][CH:7]([NH:10][C:11]2[C:12]3[CH:19]=[CH:18][NH:17][C:13]=3[N:14]=[CH:15][N:16]=2)[CH2:6][CH2:5]1. The yield is 0.980. (7) The reactants are [Cl:1][C:2]1[C:10]([N+:11]([O-:13])=[O:12])=[CH:9][CH:8]=[CH:7][C:3]=1[C:4]([O-:6])=[O:5].S(Cl)(Cl)=O.[CH3:18]O. No catalyst specified. The product is [Cl:1][C:2]1[C:10]([N+:11]([O-:13])=[O:12])=[CH:9][CH:8]=[CH:7][C:3]=1[C:4]([O:6][CH3:18])=[O:5]. The yield is 0.980.